Dataset: Full USPTO retrosynthesis dataset with 1.9M reactions from patents (1976-2016). Task: Predict the reactants needed to synthesize the given product. (1) Given the product [CH3:19][O:20][C:21]1[CH:26]=[CH:25][N:24]=[C:23]2[CH:27]=[CH:34][NH:33][C:22]=12, predict the reactants needed to synthesize it. The reactants are: CCCC[N+](CCCC)(CCCC)CCCC.[F-].[CH3:19][O:20][C:21]1[CH:26]=[CH:25][N:24]=[C:23]([C:27]#C[Si](C)(C)C)[C:22]=1[NH:33][C:34](=O)OCC. (2) Given the product [CH:1]1[CH:2]=[CH:3][C:4]([C:23]([OH:25])=[O:24])=[C:5]([C:7]2[C:8]3[CH:9]=[CH:10][C:11]([OH:12])=[CH:13][C:14]=3[O:15][C:16]3[C:17]=2[CH:18]=[CH:19][C:20]([CH:21]=3)=[O:22])[CH:6]=1, predict the reactants needed to synthesize it. The reactants are: [CH:1]1[CH:2]=[CH:3][C:4]([C:23]([OH:25])=[O:24])=[C:5]([C:7]2[C:17]3[CH:18]=[CH:19][C:20]([OH:22])=[CH:21][C:16]=3[O:15][C:14]3[C:8]=2[CH:9]=[CH:10][C:11]([CH:13]=3)=[O:12])[CH:6]=1.[N-]=C=O. (3) Given the product [Cl:61][C:62]1[CH:96]=[CH:95][C:65]([O:66][C:67]2[CH:72]=[CH:71][C:70]([S:73]([NH:76][C:77]3[N:82]=[CH:81][CH:80]=[CH:79][N:78]=3)(=[O:74])=[O:75])=[CH:69][C:68]=2[F:94])=[C:64]([C:97]2[CH:98]=[CH:99][C:100]3[O:104][C:103](=[O:105])[NH:102][C:101]=3[CH:106]=2)[CH:63]=1, predict the reactants needed to synthesize it. The reactants are: ClC1C=CC(OC2C=C(F)C(S(=O)(=O)N(CC3C=CC(OC)=CC=3OC)C3SN=CN=3)=CC=2F)=C(C2C=CC3ON=C(N(C(OC(C)(C)C)=O)C(OC(C)(C)C)=O)C=3C=2)C=1.[Cl:61][C:62]1[CH:96]=[CH:95][C:65]([O:66][C:67]2[CH:72]=[CH:71][C:70]([S:73]([N:76](CC3C=CC(OC)=CC=3OC)[C:77]3[N:82]=[CH:81][CH:80]=[CH:79][N:78]=3)(=[O:75])=[O:74])=[CH:69][C:68]=2[F:94])=[C:64]([C:97]2[CH:98]=[CH:99][C:100]3[O:104][C:103](=[O:105])[NH:102][C:101]=3[CH:106]=2)[CH:63]=1. (4) Given the product [Br:1][C:2]1[CH:3]=[CH:4][C:5]2[N:6]([C:10]([CH3:11])=[N:9][CH:8]=2)[CH:7]=1, predict the reactants needed to synthesize it. The reactants are: [Br:1][C:2]1[CH:3]=[CH:4][C:5]([CH2:8][NH:9][C:10](=O)[CH3:11])=[N:6][CH:7]=1.O=P(Cl)(Cl)Cl. (5) The reactants are: [H-].[Na+].[F:3][C:4]([F:11])([F:10])[CH2:5][C:6]([CH3:9])([OH:8])[CH3:7].[C:12](=O)([O:20]C1C=CC=CN=1)[O:13][C:14]1[CH:19]=[CH:18][CH:17]=[CH:16][N:15]=1. Given the product [C:12](=[O:20])([O:8][C:6]([CH3:9])([CH2:5][C:4]([F:11])([F:10])[F:3])[CH3:7])[O:13][C:14]1[CH:19]=[CH:18][CH:17]=[CH:16][N:15]=1, predict the reactants needed to synthesize it.